Dataset: Catalyst prediction with 721,799 reactions and 888 catalyst types from USPTO. Task: Predict which catalyst facilitates the given reaction. (1) Reactant: [OH:1][CH2:2][C:3]([N:5]([CH3:7])[CH3:6])=[O:4].[H-].[Na+].[Br:10][C:11]1[CH:16]=[CH:15][C:14]([N+:17]([O-:19])=[O:18])=[C:13](F)[CH:12]=1. Product: [Br:10][C:11]1[CH:12]=[CH:13][C:14]([N+:17]([O-:19])=[O:18])=[C:15]([CH:16]=1)[O:1][CH2:2][C:3]([N:5]([CH3:7])[CH3:6])=[O:4]. The catalyst class is: 1. (2) Reactant: [NH:1]1[C:9]2[C:4](=[CH:5][C:6]([C:10]([O:12][CH3:13])=[O:11])=[CH:7][CH:8]=2)[CH:3]=[CH:2]1.Br[CH2:15][C:16]1[CH:21]=[CH:20][C:19]([F:22])=[CH:18][C:17]=1[F:23].[H-].[Na+].CO. Product: [F:23][C:17]1[CH:18]=[C:19]([F:22])[CH:20]=[CH:21][C:16]=1[CH2:15][N:1]1[C:9]2[C:4](=[CH:5][C:6]([C:10]([O:12][CH3:13])=[O:11])=[CH:7][CH:8]=2)[CH:3]=[CH:2]1. The catalyst class is: 3. (3) Reactant: [F:1][C:2]([F:27])([F:26])[C:3]1[CH:8]=[CH:7][C:6]([C:9]2[N:14]=[CH:13][N:12]=[C:11]([O:15][C:16]3[C:21]4[N:22]=[C:23]([NH2:25])[S:24][C:20]=4[CH:19]=[CH:18][CH:17]=3)[CH:10]=2)=[CH:5][CH:4]=1.[CH3:28][S:29](Cl)(=[O:31])=[O:30].C(N(CC)CC)C. Product: [F:27][C:2]([F:26])([F:1])[C:3]1[CH:8]=[CH:7][C:6]([C:9]2[N:14]=[CH:13][N:12]=[C:11]([O:15][C:16]3[C:21]4[N:22]=[C:23]([NH:25][S:29]([CH3:28])(=[O:31])=[O:30])[S:24][C:20]=4[CH:19]=[CH:18][CH:17]=3)[CH:10]=2)=[CH:5][CH:4]=1. The catalyst class is: 3. (4) Reactant: [B-](F)(F)(F)F.C1C=CN=CC=1.C1C=CN=CC=1.[IH2+:18].[N:19]1[CH:24]=[CH:23][CH:22]=[N:21][C:20]=1[CH2:25][C:26]1[CH:31]=[CH:30][C:29]([OH:32])=[CH:28][CH:27]=1.C(O)(C(F)(F)F)=O. Product: [I:18][C:30]1[CH:31]=[C:26]([CH2:25][C:20]2[N:21]=[CH:22][CH:23]=[CH:24][N:19]=2)[CH:27]=[CH:28][C:29]=1[OH:32]. The catalyst class is: 2. (5) Reactant: [F:1][C:2]([F:12])([F:11])[C:3]1[CH:4]=[C:5]([CH:8]=[CH:9][CH:10]=1)[CH2:6][NH2:7].[CH3:13][N:14]([CH3:32])[C:15]1[CH:20]=[C:19]([CH3:21])[N:18]=[C:17]([NH:22][C@@H:23]2[CH2:28][CH2:27][C@H:26]([C:29](O)=[O:30])[CH2:25][CH2:24]2)[N:16]=1.CN(C(ON1N=NC2C=CC=NC1=2)=[N+](C)C)C.F[P-](F)(F)(F)(F)F. Product: [CH3:32][N:14]([CH3:13])[C:15]1[CH:20]=[C:19]([CH3:21])[N:18]=[C:17]([NH:22][C@@H:23]2[CH2:28][CH2:27][C@H:26]([C:29]([NH:7][CH2:6][C:5]3[CH:8]=[CH:9][CH:10]=[C:3]([C:2]([F:11])([F:12])[F:1])[CH:4]=3)=[O:30])[CH2:25][CH2:24]2)[N:16]=1. The catalyst class is: 347. (6) Reactant: [C:1]([C:9]1[C:17]2[C:16]([NH:18][C:19]3[CH:20]=[C:21]([CH:25]=[CH:26][CH:27]=3)C(O)=O)=[N:15][CH:14]=[N:13][C:12]=2[NH:11][CH:10]=1)(=[O:8])[C:2]1[CH:7]=[CH:6][CH:5]=[CH:4][CH:3]=1.CCN(C(C)C)C(C)C.CN([C:40]([O:44]N1N=NC2C=CC=CC1=2)=[N+](C)C)C.F[P-](F)(F)(F)(F)F.[NH2:61][C:62]1[CH:67]=[CH:66][CH:65]=[CH:64][CH:63]=1. Product: [C:1]([C:9]1[C:17]2[C:16]([NH:18][C:19]3[CH:27]=[CH:26][CH:25]=[CH:21][C:20]=3[C:40]([NH:61][C:62]3[CH:67]=[CH:66][CH:65]=[CH:64][CH:63]=3)=[O:44])=[N:15][CH:14]=[N:13][C:12]=2[NH:11][CH:10]=1)(=[O:8])[C:2]1[CH:3]=[CH:4][CH:5]=[CH:6][CH:7]=1. The catalyst class is: 3.